Dataset: Forward reaction prediction with 1.9M reactions from USPTO patents (1976-2016). Task: Predict the product of the given reaction. Given the reactants [OH:1][C@@H:2]([CH3:10])[C:3]([N:5]1[CH2:9][CH2:8][CH2:7][CH2:6]1)=[O:4].C(N(CC)CC)C.[Br:18][CH:19]([C:23]1[CH:28]=[CH:27][C:26]([Cl:29])=[CH:25][CH:24]=1)[C:20](Cl)=[O:21], predict the reaction product. The product is: [Br:18][CH:19]([C:23]1[CH:28]=[CH:27][C:26]([Cl:29])=[CH:25][CH:24]=1)[C:20]([O:1][C@@H:2]([CH3:10])[C:3](=[O:4])[N:5]1[CH2:9][CH2:8][CH2:7][CH2:6]1)=[O:21].